Dataset: Forward reaction prediction with 1.9M reactions from USPTO patents (1976-2016). Task: Predict the product of the given reaction. (1) Given the reactants [NH2:1][CH:2]1[CH2:7][CH2:6][N:5]([CH2:8][C@H:9]2[N:19]3[C:20]4[N:11]([C:12](=[O:22])[CH:13]=[CH:14][C:15]=4[CH:16]=[CH:17][C:18]3=[O:21])[CH2:10]2)[CH2:4][CH2:3]1.[Cl:23][C:24]1[N:25]=[C:26]([CH:35]=O)[NH:27][C:28]2[C:29]=1[O:30][CH2:31][C:32](=[O:34])[N:33]=2.C(=O)(O)[O-].[Na+].S([O-])([O-])(=O)=O.[Na+].[Na+].C(O[BH-](OC(=O)C)OC(=O)C)(=O)C.[Na+], predict the reaction product. The product is: [Cl:23][C:24]1[N:25]=[C:26]([CH2:35][NH:1][CH:2]2[CH2:3][CH2:4][N:5]([CH2:8][C@H:9]3[N:19]4[C:20]5[N:11]([C:12](=[O:22])[CH:13]=[CH:14][C:15]=5[CH:16]=[CH:17][C:18]4=[O:21])[CH2:10]3)[CH2:6][CH2:7]2)[NH:27][C:28]2[C:29]=1[O:30][CH2:31][C:32](=[O:34])[N:33]=2. (2) Given the reactants [Br:1][C:2]1[C:6]([CH2:7]O)=[CH:5][N:4]([C:9]([CH2:12][CH3:13])([CH3:11])[CH3:10])[N:3]=1.C(N(CC)CC)C.CS([Cl:25])(=O)=O, predict the reaction product. The product is: [Br:1][C:2]1[C:6]([CH2:7][Cl:25])=[CH:5][N:4]([C:9]([CH2:12][CH3:13])([CH3:11])[CH3:10])[N:3]=1.